From a dataset of Catalyst prediction with 721,799 reactions and 888 catalyst types from USPTO. Predict which catalyst facilitates the given reaction. (1) Reactant: CC1C=C(C)C=C(C)C=1S([O-])(=O)=O.[NH2:14][N+:15]1[CH:20]=[C:19]([CH2:21][OH:22])[CH:18]=[CH:17][C:16]=1[O:23][CH3:24].[CH2:25]([O:27][C:28](=[O:33])[C:29]#[C:30][CH2:31][CH3:32])[CH3:26].C(=O)([O-])[O-].[K+].[K+]. Product: [CH2:25]([O:27][C:28]([C:29]1[C:30]([CH2:31][CH3:32])=[N:14][N:15]2[C:16]([O:23][CH3:24])=[CH:17][CH:18]=[C:19]([CH2:21][OH:22])[C:20]=12)=[O:33])[CH3:26]. The catalyst class is: 3. (2) Reactant: [S:1]1[CH:5]=[CH:4][C:3]2[CH:6]=[CH:7][C:8]([C:10](O)([CH2:13][CH3:14])[CH2:11][CH3:12])=[CH:9][C:2]1=2.[NH:16]1[C:24]2[C:19](=[CH:20][CH:21]=[CH:22][C:23]=2[NH:25][S:26]([CH3:29])(=[O:28])=[O:27])[CH:18]=[CH:17]1. Product: [S:1]1[CH:5]=[CH:4][C:3]2[CH:6]=[CH:7][C:8]([C:10]([C:18]3[C:19]4[C:24](=[C:23]([NH:25][S:26]([CH3:29])(=[O:27])=[O:28])[CH:22]=[CH:21][CH:20]=4)[NH:16][CH:17]=3)([CH2:13][CH3:14])[CH2:11][CH3:12])=[CH:9][C:2]1=2. The catalyst class is: 2.